Dataset: Full USPTO retrosynthesis dataset with 1.9M reactions from patents (1976-2016). Task: Predict the reactants needed to synthesize the given product. (1) Given the product [CH3:32][C:31]1[C:4]2[CH2:1][CH:2]=[CH:3][CH2:25][C:22]3[CH:23]=[CH:24][C:19]([CH2:18][CH2:17][CH2:16][N:15]4[C:6]([CH:5]=2)=[C:7]([CH:30]=1)[N:8]=[C:9]1[C:14]4=[N:13][C:12](=[O:28])[NH:11][C:10]1=[O:29])=[CH:20][CH:21]=3, predict the reactants needed to synthesize it. The reactants are: [CH2:1]([C:4]1[C:31]([CH3:32])=[CH:30][C:7]2[N:8]=[C:9]3[C:14]([N:15]([CH2:16][CH2:17][CH2:18][C:19]4[CH:24]=[CH:23][C:22]([CH2:25]C=C)=[CH:21][CH:20]=4)[C:6]=2[CH:5]=1)=[N:13][C:12](=[O:28])[NH:11][C:10]3=[O:29])[CH:2]=[CH2:3]. (2) Given the product [C:18]([O:17][C:15]([NH:1][CH2:2][C:3]1[CH:4]=[C:5]([CH:10]=[CH:11][C:12]=1[CH2:13][NH:14][C:15]([O:17][C:18]([CH3:21])([CH3:20])[CH3:19])=[O:16])[C:6]([O:8][CH3:9])=[O:7])=[O:16])([CH3:21])([CH3:20])[CH3:19], predict the reactants needed to synthesize it. The reactants are: [NH2:1][CH2:2][C:3]1[CH:4]=[C:5]([CH:10]=[CH:11][C:12]=1[CH2:13][NH2:14])[C:6]([O:8][CH3:9])=[O:7].[C:15](O[C:15]([O:17][C:18]([CH3:21])([CH3:20])[CH3:19])=[O:16])([O:17][C:18]([CH3:21])([CH3:20])[CH3:19])=[O:16]. (3) Given the product [Cl:1][C:2]1[S:6][C:5]([S:7]([N:10]([CH2:19][C:20]2[CH:21]=[CH:22][C:23]([C:24]([O:26][CH3:27])=[O:25])=[CH:28][CH:29]=2)[CH:11]([CH2:12][OH:13])[CH2:16][OH:15])(=[O:9])=[O:8])=[CH:4][CH:3]=1, predict the reactants needed to synthesize it. The reactants are: [Cl:1][C:2]1[S:6][C:5]([S:7]([N:10]([CH2:19][C:20]2[CH:29]=[CH:28][C:23]([C:24]([O:26][CH3:27])=[O:25])=[CH:22][CH:21]=2)[CH:11]2[CH2:16][O:15]C(C)(C)[O:13][CH2:12]2)(=[O:9])=[O:8])=[CH:4][CH:3]=1.CO.O.C1(C)C=CC(S(O)(=O)=O)=CC=1.C([O-])([O-])=O.[Na+].[Na+]. (4) The reactants are: [Cl:1][C:2]1[C:7]([C:8]2[C:13]([F:14])=[CH:12][C:11]([F:15])=[CH:10][C:9]=2[F:16])=[C:6](Cl)[N:5]=[C:4]([C:18]2[CH:23]=[N:22][CH:21]=[CH:20][N:19]=2)[N:3]=1.[F:24][C:25]([F:30])([F:29])[C@@H:26]([NH2:28])[CH3:27].CN(C)C=O. Given the product [Cl:1][C:2]1[N:3]=[C:4]([C:18]2[CH:23]=[N:22][CH:21]=[CH:20][N:19]=2)[N:5]=[C:6]([NH:28][C@@H:26]([CH3:27])[C:25]([F:30])([F:29])[F:24])[C:7]=1[C:8]1[C:9]([F:16])=[CH:10][C:11]([F:15])=[CH:12][C:13]=1[F:14], predict the reactants needed to synthesize it. (5) Given the product [CH2:19]([O:10][C:7]1[CH:8]=[C:9]2[C:4]([CH:3]=[N:2][NH:1]2)=[CH:5][CH:6]=1)[CH:18]=[CH2:17], predict the reactants needed to synthesize it. The reactants are: [NH:1]1[C:9]2[C:4](=[CH:5][CH:6]=[C:7]([OH:10])[CH:8]=2)[CH:3]=[N:2]1.C(=O)([O-])[O-].[K+].[K+].[CH2:17](I)[CH:18]=[CH2:19]. (6) The reactants are: [C:1]([O:5][C:6](=[O:35])[NH:7][C@@H:8]([CH2:28][C:29]1[CH:34]=[CH:33][CH:32]=[CH:31][CH:30]=1)[C@@H:9]([OH:27])[CH2:10][C@H:11]([C:17](=[O:26])[NH:18][CH:19]1[CH2:24][CH:23]2[CH2:25][CH:20]1[CH2:21][CH2:22]2)[CH2:12][CH:13]=[C:14]([CH3:16])[CH3:15])([CH3:4])([CH3:3])[CH3:2]. Given the product [C:1]([O:5][C:6](=[O:35])[NH:7][C@@H:8]([CH2:28][C:29]1[CH:34]=[CH:33][CH:32]=[CH:31][CH:30]=1)[C@@H:9]([OH:27])[CH2:10][C@H:11]([C:17](=[O:26])[NH:18][CH:19]1[CH2:24][CH:23]2[CH2:25][CH:20]1[CH2:21][CH2:22]2)[CH2:12][CH2:13][CH:14]([CH3:16])[CH3:15])([CH3:3])([CH3:4])[CH3:2], predict the reactants needed to synthesize it.